Dataset: Catalyst prediction with 721,799 reactions and 888 catalyst types from USPTO. Task: Predict which catalyst facilitates the given reaction. (1) Reactant: [C:1]([C:4]1[S:18][C:7]2[O:8][C:9]3[CH:17]=[CH:16][CH:15]=[CH:14][C:10]=3[NH:11][C:12](=[O:13])[C:6]=2[CH:5]=1)([CH3:3])=[CH2:2].[H][H]. Product: [CH:1]([C:4]1[S:18][C:7]2[O:8][C:9]3[CH:17]=[CH:16][CH:15]=[CH:14][C:10]=3[NH:11][C:12](=[O:13])[C:6]=2[CH:5]=1)([CH3:3])[CH3:2]. The catalyst class is: 505. (2) Reactant: [Cl:1][C:2]1[CH:7]=[CH:6][C:5]([C@H:8]([C:21]([N:23]2[CH2:28][CH2:27][N:26]([C:29]3[C:34]([C:35]4[CH:40]=[CH:39][CH:38]=[C:37]([O:41][CH3:42])[CH:36]=4)=[CH:33][N:32]=[C:31]4[NH:43][CH:44]=[CH:45][C:30]=34)[CH2:25][CH2:24]2)=[O:22])[CH2:9][N:10]([CH:18]([CH3:20])[CH3:19])C(=O)OC(C)(C)C)=[CH:4][CH:3]=1.C(O)(C(F)(F)F)=O.C1(N)C(F)=C(F)C(F)=C(N)C=1F.Cl.Cl. Product: [Cl:1][C:2]1[CH:7]=[CH:6][C:5]([C@@H:8]([CH2:9][NH:10][CH:18]([CH3:20])[CH3:19])[C:21]([N:23]2[CH2:24][CH2:25][N:26]([C:29]3[C:34]([C:35]4[CH:40]=[CH:39][CH:38]=[C:37]([O:41][CH3:42])[CH:36]=4)=[CH:33][N:32]=[C:31]4[NH:43][CH:44]=[CH:45][C:30]=34)[CH2:27][CH2:28]2)=[O:22])=[CH:4][CH:3]=1. The catalyst class is: 2. (3) Reactant: [Br:1][C:2]1[CH:9]=[CH:8][C:5]([CH:6]=[O:7])=[C:4](F)[CH:3]=1.[NH:11]1[CH2:16][CH2:15][CH2:14][CH2:13][CH2:12]1.C(=O)([O-])[O-].[K+].[K+]. Product: [Br:1][C:2]1[CH:9]=[CH:8][C:5]([CH:6]=[O:7])=[C:4]([N:11]2[CH2:16][CH2:15][CH2:14][CH2:13][CH2:12]2)[CH:3]=1. The catalyst class is: 9.